From a dataset of NCI-60 drug combinations with 297,098 pairs across 59 cell lines. Regression. Given two drug SMILES strings and cell line genomic features, predict the synergy score measuring deviation from expected non-interaction effect. (1) Drug 1: C1CCC(C1)C(CC#N)N2C=C(C=N2)C3=C4C=CNC4=NC=N3. Drug 2: CN(C)N=NC1=C(NC=N1)C(=O)N. Cell line: U251. Synergy scores: CSS=5.61, Synergy_ZIP=-2.23, Synergy_Bliss=0.754, Synergy_Loewe=-2.67, Synergy_HSA=1.03. (2) Drug 1: CCC(=C(C1=CC=CC=C1)C2=CC=C(C=C2)OCCN(C)C)C3=CC=CC=C3.C(C(=O)O)C(CC(=O)O)(C(=O)O)O. Drug 2: CC1C(C(CC(O1)OC2CC(OC(C2O)C)OC3=CC4=CC5=C(C(=O)C(C(C5)C(C(=O)C(C(C)O)O)OC)OC6CC(C(C(O6)C)O)OC7CC(C(C(O7)C)O)OC8CC(C(C(O8)C)O)(C)O)C(=C4C(=C3C)O)O)O)O. Cell line: NCI-H522. Synergy scores: CSS=36.7, Synergy_ZIP=1.16, Synergy_Bliss=1.18, Synergy_Loewe=-40.0, Synergy_HSA=0.0356. (3) Drug 1: C1=C(C(=O)NC(=O)N1)N(CCCl)CCCl. Synergy scores: CSS=59.3, Synergy_ZIP=-1.42, Synergy_Bliss=-0.00138, Synergy_Loewe=-2.70, Synergy_HSA=1.92. Cell line: HOP-92. Drug 2: CC=C1C(=O)NC(C(=O)OC2CC(=O)NC(C(=O)NC(CSSCCC=C2)C(=O)N1)C(C)C)C(C)C. (4) Drug 1: C1=CC(=CC=C1C#N)C(C2=CC=C(C=C2)C#N)N3C=NC=N3. Drug 2: N.N.Cl[Pt+2]Cl. Cell line: K-562. Synergy scores: CSS=3.52, Synergy_ZIP=2.33, Synergy_Bliss=0.976, Synergy_Loewe=-16.3, Synergy_HSA=-10.7. (5) Drug 1: C1CCC(C1)C(CC#N)N2C=C(C=N2)C3=C4C=CNC4=NC=N3. Drug 2: CN(C)C1=NC(=NC(=N1)N(C)C)N(C)C. Cell line: HT29. Synergy scores: CSS=-7.33, Synergy_ZIP=5.39, Synergy_Bliss=-0.641, Synergy_Loewe=-8.42, Synergy_HSA=-7.69.